From a dataset of Catalyst prediction with 721,799 reactions and 888 catalyst types from USPTO. Predict which catalyst facilitates the given reaction. (1) Reactant: [CH3:1][O:2][C:3]([C:5]1[S:9][C:8]2[CH:10]=[C:11]([N+:14]([O-])=O)[CH:12]=[CH:13][C:7]=2[CH:6]=1)=[O:4]. Product: [CH3:1][O:2][C:3]([C:5]1[S:9][C:8]2[CH:10]=[C:11]([NH2:14])[CH:12]=[CH:13][C:7]=2[CH:6]=1)=[O:4]. The catalyst class is: 394. (2) Reactant: Br[C:2]([F:9])([F:8])[C:3]([O:5][CH2:6][CH3:7])=[O:4].[CH:10](=[N:17]/[S@:18]([C:20]([CH3:23])([CH3:22])[CH3:21])=[O:19])\[C:11]1[CH:16]=[CH:15][CH:14]=[CH:13][CH:12]=1. Product: [C:20]([S@@:18]([NH:17][C@@H:10]([C:11]1[CH:12]=[CH:13][CH:14]=[CH:15][CH:16]=1)[C:2]([F:9])([F:8])[C:3]([O:5][CH2:6][CH3:7])=[O:4])=[O:19])([CH3:23])([CH3:21])[CH3:22]. The catalyst class is: 324. (3) Reactant: CO[CH2:3][CH2:4][C:5]([NH:7][C:8]1[C:13]([OH:14])=[CH:12][CH:11]=[CH:10][CH:9]=1)=[O:6].[C:15](=O)([O-])O.[Na+]. Product: [CH2:4]([C:5]1[O:6][C:9]2[CH:10]=[CH:11][CH:12]=[C:13]([O:14][CH3:15])[C:8]=2[N:7]=1)[CH3:3]. The catalyst class is: 11. (4) Reactant: [Br:1][C:2]1[N:3]=[C:4]([NH:15][C@H:16]2[CH2:21][CH2:20][C@H:19]([O:22][CH3:23])[CH2:18][CH2:17]2)[C:5]([NH:8][CH2:9][C:10](OCC)=[O:11])=[N:6][CH:7]=1.P(=O)(O)(O)O. Product: [Br:1][C:2]1[N:3]=[C:4]2[N:15]([C@H:16]3[CH2:21][CH2:20][C@H:19]([O:22][CH3:23])[CH2:18][CH2:17]3)[C:10](=[O:11])[CH2:9][NH:8][C:5]2=[N:6][CH:7]=1. The catalyst class is: 6. (5) Reactant: [O:1]=[C:2]1[N:10]([CH2:11][CH2:12][CH3:13])[C:9]2[N:8]=[C:7]([C:14]34[CH2:21][C:18]([CH:22]=[CH:23][C:24]([OH:26])=[O:25])([CH2:19][CH2:20]3)[CH2:17][CH2:16][CH2:15]4)[NH:6][C:5]=2[C:4](=[O:27])[N:3]1[CH2:28][CH2:29][CH3:30]. Product: [O:1]=[C:2]1[N:10]([CH2:11][CH2:12][CH3:13])[C:9]2[N:8]=[C:7]([C:14]34[CH2:21][C:18]([CH2:22][CH2:23][C:24]([OH:26])=[O:25])([CH2:19][CH2:20]3)[CH2:17][CH2:16][CH2:15]4)[NH:6][C:5]=2[C:4](=[O:27])[N:3]1[CH2:28][CH2:29][CH3:30]. The catalyst class is: 19. (6) Reactant: Br[CH2:2][C:3]([C:5]1[CH:10]=[CH:9][C:8]([F:11])=[CH:7][CH:6]=1)=O.[Cl:12][C:13]1[C:14]([NH2:19])=[N:15][CH:16]=[CH:17][N:18]=1.C(#N)C.[OH-].[Na+]. Product: [Cl:12][C:13]1[C:14]2[N:15]([CH:2]=[C:3]([C:5]3[CH:10]=[CH:9][C:8]([F:11])=[CH:7][CH:6]=3)[N:19]=2)[CH:16]=[CH:17][N:18]=1. The catalyst class is: 666.